Dataset: Buchwald-Hartwig C-N cross coupling reaction yields with 55,370 reactions. Task: Predict the reaction yield, written as a fraction of the theoretical maximum amount of product (1.0 means a 100% yield; for example, 0.34 means a 34% yield). (1) The reactants are Brc1cccnc1.Cc1ccc(N)cc1.O=S(=O)(O[Pd]1c2ccccc2-c2ccccc2N~1)C(F)(F)F.COc1ccc(OC)c(P(C(C)(C)C)C(C)(C)C)c1-c1c(C(C)C)cc(C(C)C)cc1C(C)C.CN(C)C(=NC(C)(C)C)N(C)C.CCOC(=O)c1ccon1. No catalyst specified. The product is Cc1ccc(Nc2cccnc2)cc1. The yield is 0.598. (2) The reactants are CCc1ccc(Br)cc1.Cc1ccc(N)cc1.O=S(=O)(O[Pd]1c2ccccc2-c2ccccc2N~1)C(F)(F)F.COc1ccc(OC)c(P(C(C)(C)C)C(C)(C)C)c1-c1c(C(C)C)cc(C(C)C)cc1C(C)C.CN(C)C(=NC(C)(C)C)N(C)C.CCOC(=O)c1ccon1. No catalyst specified. The product is CCc1ccc(Nc2ccc(C)cc2)cc1. The yield is 0.624. (3) The reactants are FC(F)(F)c1ccc(Cl)cc1.Cc1ccc(N)cc1.O=S(=O)(O[Pd]1c2ccccc2-c2ccccc2N~1)C(F)(F)F.COc1ccc(OC)c(P(C(C)(C)C)C(C)(C)C)c1-c1c(C(C)C)cc(C(C)C)cc1C(C)C.CCN=P(N=P(N(C)C)(N(C)C)N(C)C)(N(C)C)N(C)C.Cc1cc(C)on1. No catalyst specified. The product is Cc1ccc(Nc2ccc(C(F)(F)F)cc2)cc1. The yield is 0.0817. (4) The reactants are FC(F)(F)c1ccc(I)cc1.Cc1ccc(N)cc1.O=S(=O)(O[Pd]1c2ccccc2-c2ccccc2N~1)C(F)(F)F.COc1ccc(OC)c(P(C(C)(C)C)C(C)(C)C)c1-c1c(C(C)C)cc(C(C)C)cc1C(C)C.CN1CCCN2CCCN=C12.CCOC(=O)c1cc(OC)no1. No catalyst specified. The product is Cc1ccc(Nc2ccc(C(F)(F)F)cc2)cc1. The yield is 0.405. (5) The reactants are Clc1cccnc1.Cc1ccc(N)cc1.O=S(=O)(O[Pd]1c2ccccc2-c2ccccc2N~1)C(F)(F)F.COc1ccc(OC)c(P(C(C)(C)C)C(C)(C)C)c1-c1c(C(C)C)cc(C(C)C)cc1C(C)C.CN1CCCN2CCCN=C12.c1ccc(CN(Cc2ccccc2)c2ccon2)cc1. No catalyst specified. The product is Cc1ccc(Nc2cccnc2)cc1. The yield is 0.361.